This data is from Catalyst prediction with 721,799 reactions and 888 catalyst types from USPTO. The task is: Predict which catalyst facilitates the given reaction. (1) Reactant: [NH:1]1[C:5]2=[N:6][CH:7]=[CH:8][CH:9]=[C:4]2[C:3]([C:10]#[N:11])=[N:2]1.Br[CH2:13][CH2:14][C:15]([F:18])([F:17])[F:16].C(=O)([O-])[O-].[K+].[K+].C(#N)C. Product: [F:16][C:15]([F:18])([F:17])[CH2:14][CH2:13][N:1]1[C:5]2=[N:6][CH:7]=[CH:8][CH:9]=[C:4]2[C:3]([C:10]#[N:11])=[N:2]1. The catalyst class is: 238. (2) Reactant: [OH:1][N:2]=[C:3]([Br:5])Br.[C:6]([O:10][CH2:11][CH3:12])(=[O:9])[CH:7]=[CH2:8].O. Product: [Br:5][C:3]1[CH2:8][CH:7]([C:6]([O:10][CH2:11][CH3:12])=[O:9])[O:1][N:2]=1. The catalyst class is: 3. (3) Reactant: C([Si](C)(C)[O:6][CH2:7][CH2:8][CH2:9][CH2:10][N:11]1[CH:16]=[C:15]([C:17]([F:20])([F:19])[F:18])[C:14](=[O:21])[NH:13][C:12]1=[O:22])(C)(C)C.C(O)(C(F)(F)F)=O. Product: [OH:6][CH2:7][CH2:8][CH2:9][CH2:10][N:11]1[CH:16]=[C:15]([C:17]([F:18])([F:19])[F:20])[C:14](=[O:21])[NH:13][C:12]1=[O:22]. The catalyst class is: 2. (4) Reactant: C(OC(=O)[NH:7][C@H:8]1[CH2:12][C@H:11]([O:13][C:14]2[C:23]3[C:18](=[CH:19][C:20]([O:24][CH3:25])=[CH:21][CH:22]=3)[N:17]=[C:16]([C:26]3[CH:31]=[CH:30][CH:29]=[CH:28][CH:27]=3)[CH:15]=2)[CH2:10][C@H:9]1[C:32](=[O:59])[NH:33][C@:34]1([C:39]([NH:41][S:42]([C:45]2[CH:50]=[CH:49][CH:48]=[C:47]([O:51][CH2:52][C:53]3[CH:58]=[CH:57][CH:56]=[CH:55][CH:54]=3)[CH:46]=2)(=[O:44])=[O:43])=[O:40])[CH2:36][C@H:35]1[CH:37]=[CH2:38])(C)(C)C.[ClH:61]. Product: [ClH:61].[CH2:52]([O:51][C:47]1[CH:46]=[C:45]([S:42]([NH:41][C:39]([C@@:34]2([NH:33][C:32]([C@@H:9]3[CH2:10][C@@H:11]([O:13][C:14]4[C:23]5[C:18](=[CH:19][C:20]([O:24][CH3:25])=[CH:21][CH:22]=5)[N:17]=[C:16]([C:26]5[CH:31]=[CH:30][CH:29]=[CH:28][CH:27]=5)[CH:15]=4)[CH2:12][C@@H:8]3[NH2:7])=[O:59])[CH2:36][C@H:35]2[CH:37]=[CH2:38])=[O:40])(=[O:44])=[O:43])[CH:50]=[CH:49][CH:48]=1)[C:53]1[CH:54]=[CH:55][CH:56]=[CH:57][CH:58]=1. The catalyst class is: 12. (5) Reactant: [Br:1][C:2]1[CH:7]=[CH:6][C:5]([CH:8]2[CH2:12][CH2:11][CH2:10][NH:9]2)=[CH:4][CH:3]=1.C(=O)([O-])[O-].[K+].[K+].Cl[C:20]([O:22][CH2:23][C:24]1[CH:29]=[CH:28][CH:27]=[CH:26][CH:25]=1)=[O:21]. Product: [Br:1][C:2]1[CH:3]=[CH:4][C:5]([CH:8]2[CH2:12][CH2:11][CH2:10][N:9]2[C:20]([O:22][CH2:23][C:24]2[CH:29]=[CH:28][CH:27]=[CH:26][CH:25]=2)=[O:21])=[CH:6][CH:7]=1. The catalyst class is: 38. (6) Reactant: [NH2:1][C@H:2]1[CH2:6][CH2:5][N:4]([C@H:7]2[CH2:12][CH2:11][C@@H:10]([N:13]([CH:15]([CH3:17])[CH3:16])[CH3:14])[CH2:9][C@H:8]2[CH2:18][S:19]([CH2:22][CH3:23])(=[O:21])=[O:20])[C:3]1=[O:24].C(N(CC)CC)C.Cl[C:33]1[C:42]2[C:37](=[CH:38][CH:39]=[C:40]([C:43]([F:46])([F:45])[F:44])[CH:41]=2)[N:36]=[CH:35][N:34]=1. Product: [CH:15]([N:13]([CH3:14])[C@@H:10]1[CH2:11][CH2:12][C@H:7]([N:4]2[CH2:5][CH2:6][C@H:2]([NH:1][C:33]3[C:42]4[C:37](=[CH:38][CH:39]=[C:40]([C:43]([F:45])([F:46])[F:44])[CH:41]=4)[N:36]=[CH:35][N:34]=3)[C:3]2=[O:24])[C@H:8]([CH2:18][S:19]([CH2:22][CH3:23])(=[O:21])=[O:20])[CH2:9]1)([CH3:17])[CH3:16]. The catalyst class is: 14.